From a dataset of Reaction yield outcomes from USPTO patents with 853,638 reactions. Predict the reaction yield, written as a fraction of the theoretical maximum amount of product (1.0 means a 100% yield; for example, 0.34 means a 34% yield). (1) The reactants are [N+:1]([C:4]1[CH:9]=[CH:8][C:7]([C:10]2[C:11]([NH2:15])=[N:12][O:13][N:14]=2)=[CH:6][CH:5]=1)([O-])=O.[Sn](Cl)Cl.O. The catalyst is C(OCC)(=O)C. The product is [NH2:1][C:4]1[CH:5]=[CH:6][C:7]([C:10]2[C:11]([NH2:15])=[N:12][O:13][N:14]=2)=[CH:8][CH:9]=1. The yield is 0.940. (2) The reactants are [NH2:1][C:2]1[CH:23]=[CH:22][C:5]([O:6][C:7]2[C:16]3[C:11](=[CH:12][C:13]([O:17][CH2:18][C@H:19]([OH:21])[CH3:20])=[CH:14][CH:15]=3)[N:10]=[CH:9][CH:8]=2)=[CH:4][CH:3]=1.[CH3:24][N:25]1[C:29]([CH3:30])=[C:28]([C:31](O)=[O:32])[C:27](=[O:34])[N:26]1[C:35]1[CH:40]=[CH:39][CH:38]=[CH:37][CH:36]=1.C1C=NC2N(O)N=NC=2C=1.CCN=C=NCCCN(C)C. The catalyst is C(Cl)Cl.O. The product is [OH:21][C@H:19]([CH3:20])[CH2:18][O:17][C:13]1[CH:12]=[C:11]2[C:16]([C:7]([O:6][C:5]3[CH:4]=[CH:3][C:2]([NH:1][C:31]([C:28]4[C:27](=[O:34])[N:26]([C:35]5[CH:36]=[CH:37][CH:38]=[CH:39][CH:40]=5)[N:25]([CH3:24])[C:29]=4[CH3:30])=[O:32])=[CH:23][CH:22]=3)=[CH:8][CH:9]=[N:10]2)=[CH:15][CH:14]=1. The yield is 0.143. (3) The catalyst is C(OCC)(=O)C.O.C(O)(=O)C.CS(C)=O.CO. The reactants are [O:1]([C:8]1[CH:9]=[CH:10][C:11]([CH:14]=O)=[N:12][CH:13]=1)[C:2]1[CH:7]=[CH:6][CH:5]=[CH:4][CH:3]=1.C[O-].[Li+].[N+:19]([CH3:22])([O-:21])=[O:20].C(OC(=O)C)(=O)C.C(N(CC)CC)C.[BH4-].[Na+]. The product is [N+:19]([CH2:22][CH2:14][C:11]1[CH:10]=[CH:9][C:8]([O:1][C:2]2[CH:7]=[CH:6][CH:5]=[CH:4][CH:3]=2)=[CH:13][N:12]=1)([O-:21])=[O:20]. The yield is 0.0890.